This data is from Experimentally validated miRNA-target interactions with 360,000+ pairs, plus equal number of negative samples. The task is: Binary Classification. Given a miRNA mature sequence and a target amino acid sequence, predict their likelihood of interaction. (1) The miRNA is mmu-miR-599 with sequence UUGUGUCAGUUUAUCAAAC. The protein sequence of the target gene is MGTASSLVSPTGGEVIEDTYGAGGGEACEIPVEVKPKARLLRSSFRRGAGAGPGSLPRAAGGGGLLGASFKSTGSSVPELEYAAAEFERLKKEYEIFRVSKNQELLSMGRREAKLDTENKRLRAELQALQKTYQKILREKEGALEAKYQAMERAVTFEHDRDRVKRQFKIFRETKENEIQDLLRAKRELESKLQRLQAQGIQVFDPGESDSDDNCTDVTAAGTQCEYWASRALGSEHSIGSMIQLPQPFRGPEFAHSSIDVEGPFANINRDDWDAAVAGLLQATPLFSHSLWSHPVRCYL.... Result: 0 (no interaction). (2) The miRNA is mmu-miR-544-5p with sequence UCUUGUUAAAAAGCAGAGUCU. The protein sequence of the target gene is MAAAASESLSSGGPGAVRLPRLPPLKVLAGQLRRHAEGGPGAWRLSRAAVGRAPLELVAVWMQGTVLAAEGGQARLRDSSGAFSVRGLERVPRGRPCLLPGKYVMVMGVVQACSPEPCLQAVKMTDLSDNPVHESMWELEVEDLHRNIP. Result: 1 (interaction). (3) The miRNA is hsa-miR-548x-3p with sequence UAAAAACUGCAAUUACUUUC. The protein sequence of the target gene is MSSGTMKFNGYLRVRIGEAVGLQPTRWSLRHSLFKKGHQLLDPYLTVSVDQVRVGQTSTKQKTNKPTYNEEFCANVTDGGHLELAVFHETPLGYDHFVANCTLQFQELLRTAGTSDTFEGWVDLEPEGKVFVVITLTGSFTEATLQRDRIFKHFTRKRQRAMRRRVHQVNGHKFMATYLRQPTYCSHCREFIWGVFGKQGYQCQVCTCVVHKRCHHLIVTACTCQNNINKVDAKIAEQRFGINIPHKFNVHNYKVPTFCDHCGSLLWGIMRQGLQCKICKMNVHIRCQANVAPNCGVNAV.... Result: 0 (no interaction). (4) The miRNA is hsa-miR-488-3p with sequence UUGAAAGGCUAUUUCUUGGUC. The protein sequence of the target gene is MSTGGDFGNPLRKFKLVFLGEQSVGKTSLITRFMYDSFDNTYQATIGIDFLSKTMYLEDRTVRLQLWDTAGQERFRSLIPSYIRDSTVAVVVYDITNVNSFQQTTKWIDDVRTERGSDVIIMLVGNKTDLADKRQVSIEEGERKAKELNVMFIETSAKAGYNVKQLFRRVAAALPGMESTQDRSREDMIDIKLEKPQEQPVSEGGCSC. Result: 1 (interaction). (5) The miRNA is bta-miR-221 with sequence AGCUACAUUGUCUGCUGGGUUU. The protein sequence of the target gene is MQQRGLAIVALAVCAALHASEAILPIASSCCTEVSHHISRRLLERVNMCRIQRADGDCDLAAVILHVKRRRICVSPHNHTVKQWMKVQAAKKNGKGNVCHRKKHHGKRNSNRAHQGKHETYGHKTPY. Result: 0 (no interaction).